Dataset: Full USPTO retrosynthesis dataset with 1.9M reactions from patents (1976-2016). Task: Predict the reactants needed to synthesize the given product. (1) Given the product [CH2:1]([O:3][C:4](=[O:17])[CH:5]([O:16][S:28]([CH3:27])(=[O:30])=[O:29])[C:6]1[CH:7]=[CH:8][C:9]([C:12]([F:13])([F:14])[F:15])=[CH:10][CH:11]=1)[CH3:2], predict the reactants needed to synthesize it. The reactants are: [CH2:1]([O:3][C:4](=[O:17])[CH:5]([OH:16])[C:6]1[CH:11]=[CH:10][C:9]([C:12]([F:15])([F:14])[F:13])=[CH:8][CH:7]=1)[CH3:2].CCN(C(C)C)C(C)C.[CH3:27][S:28](Cl)(=[O:30])=[O:29]. (2) Given the product [F:13][C:14]1[CH:19]=[CH:18][C:17]([N:20]2[C:28]3[C:23](=[CH:24][C:25](/[C:29](/[C:31]4[CH:36]=[CH:35][CH:34]=[CH:33][CH:32]=4)=[CH:2]/[C:4]([O:6][CH3:37])=[O:5])=[CH:26][CH:27]=3)[CH:22]=[N:21]2)=[CH:16][CH:15]=1, predict the reactants needed to synthesize it. The reactants are: C[C:2](P(OC)(O)=O)([C:4]([O-:6])=[O:5])C.[Na].[F:13][C:14]1[CH:19]=[CH:18][C:17]([N:20]2[C:28]3[C:23](=[CH:24][C:25]([C:29]([C:31]4[CH:36]=[CH:35][CH:34]=[CH:33][CH:32]=4)=O)=[CH:26][CH:27]=3)[CH:22]=[N:21]2)=[CH:16][CH:15]=1.[CH3:37]N(C=O)C. (3) Given the product [CH:27]1([N:7]2[CH:6]=[C:5]([C:3]([O:2][CH3:1])=[O:4])[C:14]3[C:9](=[CH:10][CH:11]=[CH:12][CH:13]=3)[C:8]2=[O:15])[CH2:31][CH2:30][CH2:29][CH2:28]1, predict the reactants needed to synthesize it. The reactants are: [CH3:1][O:2][C:3]([C:5]1[C:14]2[C:9](=[CH:10][CH:11]=[CH:12][CH:13]=2)[C:8](=[O:15])[NH:7][CH:6]=1)=[O:4].C(=O)([O-])[O-].[K+].[K+].CN(C=O)C.[CH:27]1(I)[CH2:31][CH2:30][CH2:29][CH2:28]1. (4) Given the product [CH3:1][N:2]1[CH2:3][CH2:4][CH:5]([CH2:8][CH2:9][CH2:10][N:21]([C:22]([O:24][C:25]([CH3:28])([CH3:27])[CH3:26])=[O:23])[C:20]([NH:29][C:30]([O:32][C:33]([CH3:35])([CH3:34])[CH3:36])=[O:31])=[N:19][C:12]([O:14][C:15]([CH3:18])([CH3:17])[CH3:16])=[O:13])[CH2:6][CH2:7]1, predict the reactants needed to synthesize it. The reactants are: [CH3:1][N:2]1[CH2:7][CH2:6][CH:5]([CH2:8][CH2:9][CH2:10]O)[CH2:4][CH2:3]1.[C:12]([NH:19][C:20]([NH:29][C:30]([O:32][C:33]([CH3:36])([CH3:35])[CH3:34])=[O:31])=[N:21][C:22]([O:24][C:25]([CH3:28])([CH3:27])[CH3:26])=[O:23])([O:14][C:15]([CH3:18])([CH3:17])[CH3:16])=[O:13].CCOC(/N=N/C(OCC)=O)=O. (5) Given the product [NH2:1][C:4]1[CH:5]=[N:6][C:7]2[C:12]([C:13]=1[NH:14][CH2:15][CH2:16][C:17]([O:19][CH2:20][CH3:21])=[O:18])=[CH:11][CH:10]=[CH:9][CH:8]=2, predict the reactants needed to synthesize it. The reactants are: [N+:1]([C:4]1[CH:5]=[N:6][C:7]2[C:12]([C:13]=1[NH:14][CH2:15][CH2:16][C:17]([O:19][CH2:20][CH3:21])=[O:18])=[CH:11][CH:10]=[CH:9][CH:8]=2)([O-])=O.S(S([O-])=O)([O-])=O.[Na+].[Na+].C(=O)([O-])[O-].[K+].[K+]. (6) Given the product [CH3:1][C:2]1[CH:7]=[CH:6][C:5]([S:8]([O:11][CH2:12][CH:13]2[CH2:17][C:16]3[CH:18]=[CH:19][CH:20]=[C:21]([C:25]4[CH:26]=[CH:27][CH:28]=[CH:29][C:24]=4[CH3:23])[C:15]=3[O:14]2)(=[O:10])=[O:9])=[CH:4][CH:3]=1, predict the reactants needed to synthesize it. The reactants are: [CH3:1][C:2]1[CH:7]=[CH:6][C:5]([S:8]([O:11][CH2:12][CH:13]2[CH2:17][C:16]3[CH:18]=[CH:19][CH:20]=[C:21](Br)[C:15]=3[O:14]2)(=[O:10])=[O:9])=[CH:4][CH:3]=1.[CH3:23][C:24]1[CH:29]=[CH:28][CH:27]=[CH:26][C:25]=1B(O)O.C(=O)([O-])[O-].[K+].[K+].CC1C=CC(S(OCC2CC3C(C4C=CC=CC=4)=CC=CC=3O2)(=O)=O)=CC=1.